From a dataset of Experimental lipophilicity measurements (octanol/water distribution) for 4,200 compounds from AstraZeneca. Regression/Classification. Given a drug SMILES string, predict its absorption, distribution, metabolism, or excretion properties. Task type varies by dataset: regression for continuous measurements (e.g., permeability, clearance, half-life) or binary classification for categorical outcomes (e.g., BBB penetration, CYP inhibition). For this dataset (lipophilicity_astrazeneca), we predict Y. (1) The molecule is NC(=O)c1cccc(C[C@@H]2C[C@@H]3CC[C@H](C2)N3Cc2ccccc2)c1. The Y is 1.19 logD. (2) The drug is CC(C)C(NC(=O)Cn1c(-c2ccccc2)ccc(NC(=O)Cc2cccc(C(=O)O)c2)c1=O)C(=O)C(F)(F)F. The Y is 0.680 logD. (3) The drug is CC#Cc1ccnc(-c2cccc([C@@]3(c4cc(C)c(=O)n(CC)c4)N=C(N)c4c(F)cccc43)c2)c1. The Y is 4.40 logD. (4) The compound is Cc1ccc(NC(=O)c2ccnc(N3CCOCC3)c2)cc1Nc1ccnc(OCC2CCCN(C)C2)n1. The Y is 1.90 logD. (5) The drug is CC(C)(O)c1ccc(Nc2nc3ccc(C#N)cc3[nH]2)cc1. The Y is 2.73 logD. (6) The Y is 0.630 logD. The molecule is CC(C)NCC(O)COc1ccc(CCOCC2CC2)cc1. (7) The molecule is Nc1ncnc2c1nc(Sc1nc3cccc(Cl)c3s1)n2CCO. The Y is 2.37 logD. (8) The molecule is CN(C(=O)Cc1ccc(-n2cnnn2)cc1)C1CCN(Cc2ccc(C(F)(F)F)cn2)CC1. The Y is 1.90 logD. (9) The molecule is CN[C@H]1CC[C@@H](c2ccc(Cl)c(Cl)c2)c2ccccc21. The Y is 3.15 logD. (10) The drug is O=C(NCCNC(=O)c1cn(-c2ccccc2)nc1C(F)(F)F)c1ccc(Cl)cn1. The Y is 3.80 logD.